This data is from Reaction yield outcomes from USPTO patents with 853,638 reactions. The task is: Predict the reaction yield, written as a fraction of the theoretical maximum amount of product (1.0 means a 100% yield; for example, 0.34 means a 34% yield). (1) The product is [O:1]1[CH2:6][CH2:5][CH2:4][CH2:3][CH:2]1[CH2:7][O:8][NH:9][S:30]([C:27]1[CH:26]=[CH:25][C:24]([O:23][CH3:22])=[CH:29][CH:28]=1)(=[O:32])=[O:31]. The yield is 0.0700. The reactants are [O:1]1[CH2:6][CH2:5][CH2:4][CH2:3][CH:2]1[CH2:7][O:8][N:9]1C(=O)C2C(=CC=CC=2)C1=O.NN.[CH3:22][O:23][C:24]1[CH:29]=[CH:28][C:27]([S:30](Cl)(=[O:32])=[O:31])=[CH:26][CH:25]=1.C(N(C(C)C)CC)(C)C. The catalyst is C1COCC1. (2) The reactants are [N:1]([CH:4]1[CH:9]=[C:8]([C:10]2[CH:15]=[CH:14][N:13]=[CH:12][C:11]=2[N+:16]([O-:18])=[O:17])[CH2:7][CH2:6][CH:5]1[OH:19])=[N+:2]=[N-:3].[CH3:20][C:21]([Si:24](Cl)([CH3:26])[CH3:25])([CH3:23])[CH3:22].N1C=CN=C1.O. The catalyst is C(Cl)Cl.CN(C1C=CN=CC=1)C. The product is [N:1]([CH:4]1[CH:5]([O:19][Si:24]([C:21]([CH3:23])([CH3:22])[CH3:20])([CH3:26])[CH3:25])[CH2:6][CH2:7][C:8]([C:10]2[CH:15]=[CH:14][N:13]=[CH:12][C:11]=2[N+:16]([O-:18])=[O:17])=[CH:9]1)=[N+:2]=[N-:3]. The yield is 0.600. (3) The reactants are C([O:3][C:4](=[O:29])[CH:5]=[CH:6][C:7]1[CH:12]=[CH:11][C:10]([C:13](=[C:21]2[CH2:27][CH2:26][CH2:25][CH2:24][CH2:23][CH2:22]2)[C:14]2[CH:19]=[CH:18][C:17]([OH:20])=[CH:16][CH:15]=2)=[C:9]([F:28])[CH:8]=1)C.[OH-].[Na+]. The catalyst is C1COCC1.C(O)C. The product is [C:21]1(=[C:13]([C:14]2[CH:19]=[CH:18][C:17]([OH:20])=[CH:16][CH:15]=2)[C:10]2[CH:11]=[CH:12][C:7]([CH:6]=[CH:5][C:4]([OH:29])=[O:3])=[CH:8][C:9]=2[F:28])[CH2:27][CH2:26][CH2:25][CH2:24][CH2:23][CH2:22]1. The yield is 0.100. (4) The reactants are [CH3:1][C:2]1[O:6][N:5]=[C:4]([C:7]2[CH:12]=[CH:11][CH:10]=[CH:9][CH:8]=2)[C:3]=1[CH2:13][O:14][C:15]1[CH:23]=[CH:22][C:18]([C:19]([OH:21])=[O:20])=[CH:17][N:16]=1.[CH3:24][CH:25](O)[CH3:26]. The catalyst is CN(C)C1C=CN=CC=1.ClCCl. The product is [CH:25]([O:20][C:19](=[O:21])[C:18]1[CH:22]=[CH:23][C:15]([O:14][CH2:13][C:3]2[C:4]([C:7]3[CH:8]=[CH:9][CH:10]=[CH:11][CH:12]=3)=[N:5][O:6][C:2]=2[CH3:1])=[N:16][CH:17]=1)([CH3:26])[CH3:24]. The yield is 0.770.